Predict the reaction yield, written as a fraction of the theoretical maximum amount of product (1.0 means a 100% yield; for example, 0.34 means a 34% yield). From a dataset of Reaction yield outcomes from USPTO patents with 853,638 reactions. The reactants are O.[OH-].[Li+].[CH3:4][C:5]1[S:9][C:8]([C:10]2[CH:15]=[CH:14][CH:13]=[CH:12][CH:11]=2)=[N:7][C:6]=1[CH2:16][O:17][C:18]1[CH:39]=[CH:38][C:21]([CH2:22][O:23]/[N:24]=[C:25](/[C:32]2[CH:37]=[CH:36][CH:35]=[CH:34][CH:33]=2)\[CH2:26][CH2:27][C:28]([O:30]C)=[O:29])=[CH:20][CH:19]=1.O.Cl. The catalyst is O1CCCC1.CO. The product is [CH3:4][C:5]1[S:9][C:8]([C:10]2[CH:11]=[CH:12][CH:13]=[CH:14][CH:15]=2)=[N:7][C:6]=1[CH2:16][O:17][C:18]1[CH:39]=[CH:38][C:21]([CH2:22][O:23]/[N:24]=[C:25](/[C:32]2[CH:37]=[CH:36][CH:35]=[CH:34][CH:33]=2)\[CH2:26][CH2:27][C:28]([OH:30])=[O:29])=[CH:20][CH:19]=1. The yield is 0.750.